From a dataset of Reaction yield outcomes from USPTO patents with 853,638 reactions. Predict the reaction yield, written as a fraction of the theoretical maximum amount of product (1.0 means a 100% yield; for example, 0.34 means a 34% yield). (1) The reactants are [Cl:1][C:2]1[CH:3]=[C:4]([C:9]2([C:21]([F:24])([F:23])[F:22])[O:13][N:12]=[C:11]([C:14]3[CH:20]=[CH:19][C:17]([NH2:18])=[CH:16][CH:15]=3)[CH2:10]2)[CH:5]=[C:6]([Cl:8])[CH:7]=1.C(N[NH:28][CH:29]=O)=O.[CH2:31]([N:33](CC)CC)C.C[Si](C)(C)Cl. The catalyst is N1C=CC=CC=1.O. The product is [Cl:1][C:2]1[CH:3]=[C:4]([C:9]2([C:21]([F:22])([F:24])[F:23])[O:13][N:12]=[C:11]([C:14]3[CH:15]=[CH:16][C:17]([N:18]4[CH:29]=[N:28][CH:31]=[N:33]4)=[CH:19][CH:20]=3)[CH2:10]2)[CH:5]=[C:6]([Cl:8])[CH:7]=1. The yield is 0.390. (2) The reactants are [F:1][C:2]1[CH:19]=[CH:18][C:5]([O:6][C:7]2[N:16]=[CH:15]C(I)=[CH:13][C:8]=2[C:9]([O:11]C)=O)=[CH:4][CH:3]=1.[F:20][C:21]([F:26])([F:25])[C:22]([O-])=O.[Na+].[OH2:28].ClCCl.C[N:33]1[CH2:37][CH2:36][CH2:35][CH2:34]1. The catalyst is [Cu]I. The product is [F:1][C:2]1[CH:3]=[CH:4][C:5]([O:6][C:7]2[C:8]([C:9]([NH:33][CH2:37][C:36]3[CH:2]=[CH:3][C:4]([C:5]([OH:6])=[O:28])=[CH:34][CH:35]=3)=[O:11])=[CH:13][C:22]([C:21]([F:26])([F:25])[F:20])=[CH:15][N:16]=2)=[CH:18][CH:19]=1. The yield is 0.100. (3) The reactants are Cl.[Cl:2]C1C=CC=CC=1[CH:9]([N:13]1[CH2:18][CH2:17][N:16](C)[CH2:15][CH2:14]1)C(O)=O.Br[CH:21]([C:25]1[C:30]([F:31])=[CH:29][CH:28]=[CH:27][C:26]=1[F:32])[C:22]([OH:24])=[O:23]. No catalyst specified. The product is [ClH:2].[F:32][C:26]1[CH:27]=[CH:28][CH:29]=[C:30]([F:31])[C:25]=1[CH:21]([N:16]1[CH2:17][CH2:18][N:13]([CH3:9])[CH2:14][CH2:15]1)[C:22]([OH:24])=[O:23]. The yield is 0.450. (4) The reactants are [CH3:1][C:2]1[N:3]=[C:4]([CH:8]([NH:13][C:14]2[C:15]3[N:16]([CH:22]=[CH:23][CH:24]=3)[N:17]=[CH:18][C:19]=2[C:20]#[N:21])[CH2:9][CH:10]([CH3:12])[CH3:11])[S:5][C:6]=1[CH3:7].[NH4+].[OH-:26].OO. The catalyst is CCO. The product is [CH3:1][C:2]1[N:3]=[C:4]([CH:8]([NH:13][C:14]2[C:15]3[N:16]([CH:22]=[CH:23][CH:24]=3)[N:17]=[CH:18][C:19]=2[C:20]([NH2:21])=[O:26])[CH2:9][CH:10]([CH3:12])[CH3:11])[S:5][C:6]=1[CH3:7]. The yield is 0.475. (5) The reactants are [O:1]1[CH2:5][CH2:4][CH2:3][C@H:2]1[C:6]([OH:8])=O.NN.C1C=CC2N(O)[N:18]=[N:17]C=2C=1.CCN=C=NCCCN(C)C. The catalyst is ClCCl. The product is [O:1]1[CH2:5][CH2:4][CH2:3][C@H:2]1[C:6]([NH:17][NH2:18])=[O:8]. The yield is 0.740. (6) The reactants are FC(F)(F)C(O)=O.C(OC([NH:15][C:16]1[CH:21]=[CH:20][CH:19]=[CH:18][C:17]=1[C:22]1[CH:31]=[CH:30][C:29]2[NH:28][C:27](=[O:32])[C:26]3[NH:33][CH:34]=[CH:35][C:25]=3[C:24]=2[CH:23]=1)=O)(C)(C)C.[CH2:36]([C:38]([O-:40])=[O:39])[CH3:37]. The catalyst is ClC(Cl)C. The product is [NH2:15][C:16]1[CH:21]=[CH:20][CH:19]=[CH:18][C:17]=1[C:22]1[CH:31]=[CH:30][C:29]2[NH:28][C:27](=[O:32])[C:26]3[NH:33][CH:34]=[CH:35][C:25]=3[C:24]=2[CH:23]=1.[CH2:36]([C:38]([O-:40])=[O:39])[CH3:37]. The yield is 0.450. (7) The reactants are [CH:1]([C:5]1[C:10]([O:11][CH3:12])=[CH:9][CH:8]=[CH:7][C:6]=1[O:13]C)([CH2:3][CH3:4])[CH3:2].B(Br)(Br)Br. The catalyst is ClCCl. The product is [CH:1]([C:5]1[C:10]([O:11][CH3:12])=[CH:9][CH:8]=[CH:7][C:6]=1[OH:13])([CH2:3][CH3:4])[CH3:2]. The yield is 0.700. (8) The reactants are Br[C:2]1[O:3][C:4]2[C:5](=[C:7]([C:15]([NH:17][C:18]3[CH:23]=[CH:22][C:21]([CH3:24])=[CH:20][N:19]=3)=[O:16])[CH:8]=[C:9]([O:11][CH:12]([CH3:14])[CH3:13])[CH:10]=2)[CH:6]=1.[C:25](B(O)O)([CH3:27])=[CH2:26].C([O-])([O-])=O.[Na+].[Na+]. The catalyst is CC#N.Cl[Pd](Cl)([P](C1C=CC=CC=1)(C1C=CC=CC=1)C1C=CC=CC=1)[P](C1C=CC=CC=1)(C1C=CC=CC=1)C1C=CC=CC=1. The product is [CH:12]([O:11][C:9]1[CH:10]=[C:4]2[O:3][C:2]([C:25]([CH3:27])=[CH2:26])=[CH:6][C:5]2=[C:7]([C:15]([NH:17][C:18]2[CH:23]=[CH:22][C:21]([CH3:24])=[CH:20][N:19]=2)=[O:16])[CH:8]=1)([CH3:14])[CH3:13]. The yield is 0.430. (9) The reactants are [Cl:1][C:2]1[C:8]([I:9])=[CH:7][C:5]([NH2:6])=[C:4]([O:10][CH3:11])[CH:3]=1.[H-].[Na+].[C:14]([O:18][C:19]([N:21]1[CH2:26][CH2:25][N:24]([CH2:27][CH2:28]Br)[CH2:23][CH2:22]1)=[O:20])([CH3:17])([CH3:16])[CH3:15]. The catalyst is C1COCC1. The product is [Cl:1][C:2]1[C:8]([I:9])=[CH:7][C:5]([NH:6][CH2:28][CH2:27][N:24]2[CH2:25][CH2:26][N:21]([C:19]([O:18][C:14]([CH3:15])([CH3:17])[CH3:16])=[O:20])[CH2:22][CH2:23]2)=[C:4]([O:10][CH3:11])[CH:3]=1. The yield is 0.210.